From a dataset of Forward reaction prediction with 1.9M reactions from USPTO patents (1976-2016). Predict the product of the given reaction. (1) Given the reactants [CH3:1][O:2][CH2:3][CH2:4][N:5]1[C:9]([C:10]([OH:12])=O)=[CH:8][C:7]([CH3:13])=[N:6]1.O1CCCC1.C(Cl)(=O)C(Cl)=O.[NH2:25][C:26]1[CH:27]=[C:28]([CH:45]=[CH:46][C:47]=1[CH3:48])[O:29][C:30]1[CH:31]=[CH:32][C:33]2[N:34]([CH:36]=[C:37]([NH:39][C:40]([CH:42]3[CH2:44][CH2:43]3)=[O:41])[N:38]=2)[N:35]=1, predict the reaction product. The product is: [CH:42]1([C:40]([NH:39][C:37]2[N:38]=[C:33]3[CH:32]=[CH:31][C:30]([O:29][C:28]4[CH:45]=[CH:46][C:47]([CH3:48])=[C:26]([NH:25][C:10]([C:9]5[N:5]([CH2:4][CH2:3][O:2][CH3:1])[N:6]=[C:7]([CH3:13])[CH:8]=5)=[O:12])[CH:27]=4)=[N:35][N:34]3[CH:36]=2)=[O:41])[CH2:43][CH2:44]1. (2) Given the reactants [Cl:1][C:2]1[CH:3]=[C:4]([CH:34]=[C:35]([Cl:44])[C:36]=1[NH:37][C:38](=[O:43])[CH2:39][N:40]([CH3:42])[CH3:41])[CH2:5][NH:6][C:7]([NH:16][C:17]([C@H:19]1[CH2:23][CH2:22][CH2:21][N:20]1[C:24]1[CH:29]=[CH:28][C:27]([C:30]([F:33])([F:32])[F:31])=[CH:26][CH:25]=1)=[O:18])=[N:8]C(=O)OC(C)(C)C.[C:45]([OH:51])([C:47]([F:50])([F:49])[F:48])=[O:46], predict the reaction product. The product is: [NH2:8]/[C:7](/[NH:6][CH2:5][C:4]1[CH:34]=[C:35]([Cl:44])[C:36]([NH:37][C:38](=[O:43])[CH2:39][N:40]([CH3:41])[CH3:42])=[C:2]([Cl:1])[CH:3]=1)=[N:16]\[C:17]([C@H:19]1[CH2:23][CH2:22][CH2:21][N:20]1[C:24]1[CH:25]=[CH:26][C:27]([C:30]([F:31])([F:32])[F:33])=[CH:28][CH:29]=1)=[O:18].[C:45]([OH:51])([C:47]([F:50])([F:49])[F:48])=[O:46]. (3) Given the reactants [N:1]1([C:9]([O:11][CH2:12][C:13]2[CH:18]=[CH:17][CH:16]=[CH:15][CH:14]=2)=[O:10])[CH2:8][CH2:7][CH2:6][C@H:2]1[C:3]([OH:5])=[O:4].O[CH2:20][C:21](=[O:23])[CH3:22].C1CCC(N=C=NC2CCCCC2)CC1, predict the reaction product. The product is: [O:23]=[C:21]([CH3:22])[CH2:20][O:4][C:3]([C@@H:2]1[CH2:6][CH2:7][CH2:8][N:1]1[C:9]([O:11][CH2:12][C:13]1[CH:14]=[CH:15][CH:16]=[CH:17][CH:18]=1)=[O:10])=[O:5]. (4) Given the reactants [Br:1][C:2]1[C:11]2[C:10]([CH3:13])([CH3:12])[CH2:9][CH:8]=[C:7]([CH:14]([CH3:16])[CH3:15])[C:6]=2[CH:5]=[C:4]([C:17](=[O:19])C)[C:3]=1[O:20][CH2:21][CH3:22].C([N-][CH:27]([CH3:29])[CH3:28])(C)C.[Li+].CI, predict the reaction product. The product is: [Br:1][C:2]1[C:11]2[C:10]([CH3:13])([CH3:12])[CH2:9][CH:8]=[C:7]([CH:14]([CH3:16])[CH3:15])[C:6]=2[CH:5]=[C:4]([C:17](=[O:19])[CH:27]([CH3:28])[CH3:29])[C:3]=1[O:20][CH2:21][CH3:22]. (5) Given the reactants [N:1]1[CH:6]=[CH:5][CH:4]=[CH:3][C:2]=1[O:7][C:8]([CH3:21])([CH2:19][CH3:20])[C:9]([O:11]CC1C=CC=CC=1)=[O:10], predict the reaction product. The product is: [N:1]1[CH:6]=[CH:5][CH:4]=[CH:3][C:2]=1[O:7][C:8]([CH3:21])([CH2:19][CH3:20])[C:9]([OH:11])=[O:10]. (6) Given the reactants [Br:1][C:2]1[CH:3]=[C:4]([NH:9][S:10]([C:13]2[CH:18]=[CH:17][C:16]([O:19]C)=[CH:15][CH:14]=2)(=[O:12])=[O:11])[CH:5]=[C:6]([F:8])[CH:7]=1.B(Br)(Br)Br, predict the reaction product. The product is: [Br:1][C:2]1[CH:3]=[C:4]([NH:9][S:10]([C:13]2[CH:14]=[CH:15][C:16]([OH:19])=[CH:17][CH:18]=2)(=[O:11])=[O:12])[CH:5]=[C:6]([F:8])[CH:7]=1. (7) Given the reactants [N:1]1[C:10]2[C:5](=[CH:6][CH:7]=[CH:8][CH:9]=2)[CH:4]=[C:3]([C:11]([OH:13])=O)[CH:2]=1.Cl.CN(C)CCCN=C=NCC.ON1C2N=CC=CC=2N=N1.[Cl:36][C:37]1[CH:38]=[CH:39][C:40]([O:51][CH2:52][CH:53]([CH3:55])[CH3:54])=[C:41]([CH2:43][N:44]2[C:48]([CH3:49])=[CH:47][C:46]([NH2:50])=[N:45]2)[CH:42]=1.Cl, predict the reaction product. The product is: [Cl:36][C:37]1[CH:38]=[CH:39][C:40]([O:51][CH2:52][CH:53]([CH3:55])[CH3:54])=[C:41]([CH2:43][N:44]2[C:48]([CH3:49])=[CH:47][C:46]([NH:50][C:11]([C:3]3[CH:2]=[N:1][C:10]4[C:5]([CH:4]=3)=[CH:6][CH:7]=[CH:8][CH:9]=4)=[O:13])=[N:45]2)[CH:42]=1.